This data is from Forward reaction prediction with 1.9M reactions from USPTO patents (1976-2016). The task is: Predict the product of the given reaction. (1) Given the reactants [C:1]([CH2:4][C:5]1[C:10]([C:11](O)=[O:12])=[CH:9][N:8]=[C:7]([C:14]2[CH:19]=[CH:18][CH:17]=[CH:16][CH:15]=2)[N:6]=1)(=[O:3])[NH2:2].C1N=CN(C(N2C=NC=C2)=O)C=1, predict the reaction product. The product is: [C:14]1([C:7]2[N:8]=[CH:9][C:10]3[C:11](=[O:12])[NH:2][C:1](=[O:3])[CH2:4][C:5]=3[N:6]=2)[CH:19]=[CH:18][CH:17]=[CH:16][CH:15]=1. (2) Given the reactants [OH:1][C:2]1[CH:9]=[CH:8][C:7]([C:10]([F:13])([F:12])[F:11])=[CH:6][C:3]=1[CH:4]=[O:5].[CH3:14][O:15][C:16]1[CH:23]=[CH:22][C:19]([CH2:20]Cl)=[CH:18][CH:17]=1.C(=O)([O-])[O-].[K+].[K+], predict the reaction product. The product is: [F:13][C:10]([F:11])([F:12])[C:7]1[CH:8]=[CH:9][C:2]([O:1][CH2:20][C:19]2[CH:22]=[CH:23][C:16]([O:15][CH3:14])=[CH:17][CH:18]=2)=[C:3]([CH:6]=1)[CH:4]=[O:5]. (3) The product is: [O:1]=[C:2]([C:25]1[O:26][C:27]([C:30]2[CH:35]=[CH:34][CH:33]=[CH:32][N:31]=2)=[CH:28][N:29]=1)[CH2:3][CH2:4][C:5]1[CH:10]=[CH:9][C:8]([NH:11][C:19]2[CH:24]=[CH:23][CH:22]=[CH:21][CH:20]=2)=[CH:7][CH:6]=1. Given the reactants [O:1]=[C:2]([C:25]1[O:26][C:27]([C:30]2[CH:35]=[CH:34][CH:33]=[CH:32][N:31]=2)=[CH:28][N:29]=1)[CH2:3][CH2:4][C:5]1[CH:10]=[CH:9][C:8]([N:11]([C:19]2[CH:24]=[CH:23][CH:22]=[CH:21][CH:20]=2)C(=O)OC(C)(C)C)=[CH:7][CH:6]=1.C(O)(C(F)(F)F)=O, predict the reaction product. (4) Given the reactants [CH2:1]([O:8][C:9]1[CH:14]=[C:13]([Cl:15])[N:12]=[C:11]([C:16](OC)=[O:17])[CH:10]=1)[C:2]1[CH:7]=[CH:6][CH:5]=[CH:4][CH:3]=1.[H-].[Al+3].[Li+].[H-].[H-].[H-], predict the reaction product. The product is: [CH2:1]([O:8][C:9]1[CH:14]=[C:13]([Cl:15])[N:12]=[C:11]([CH2:16][OH:17])[CH:10]=1)[C:2]1[CH:3]=[CH:4][CH:5]=[CH:6][CH:7]=1. (5) Given the reactants C[O:2][C:3](=[O:32])[C:4]1[CH:9]=[CH:8][C:7]([O:10][CH2:11][C:12]2[N:13]=[C:14]([C:25]3[CH:30]=[CH:29][C:28]([F:31])=[CH:27][CH:26]=3)[O:15][C:16]=2[S:17][C:18]2[CH:23]=[CH:22][C:21]([Cl:24])=[CH:20][N:19]=2)=[CH:6][CH:5]=1.[Li+].[OH-].Cl, predict the reaction product. The product is: [Cl:24][C:21]1[CH:22]=[CH:23][C:18]([S:17][C:16]2[O:15][C:14]([C:25]3[CH:26]=[CH:27][C:28]([F:31])=[CH:29][CH:30]=3)=[N:13][C:12]=2[CH2:11][O:10][C:7]2[CH:6]=[CH:5][C:4]([C:3]([OH:32])=[O:2])=[CH:9][CH:8]=2)=[N:19][CH:20]=1. (6) Given the reactants [OH:1][C@@H:2]1[C@H:6]([OH:7])[C@@H:5]([CH2:8][OH:9])[NH:4][C@H:3]1[C:10]1[C:14]2[N:15]=[CH:16][NH:17][C:18](=[O:19])[C:13]=2[NH:12][CH:11]=1.O.C(N(CC)CC)C.[CH3:28][C:29]([O:32][C:33](O[C:33]([O:32][C:29]([CH3:31])([CH3:30])[CH3:28])=[O:34])=[O:34])([CH3:31])[CH3:30], predict the reaction product. The product is: [OH:7][C@H:6]1[C@@H:2]([OH:1])[C@H:3]([C:10]2[C:14]3[N:15]=[CH:16][NH:17][C:18](=[O:19])[C:13]=3[NH:12][CH:11]=2)[N:4]([C:33]([O:32][C:29]([CH3:31])([CH3:30])[CH3:28])=[O:34])[C@@H:5]1[CH2:8][OH:9].